Dataset: Catalyst prediction with 721,799 reactions and 888 catalyst types from USPTO. Task: Predict which catalyst facilitates the given reaction. (1) Reactant: [C:1]([OH:9])(=O)[C:2]1[CH:7]=[CH:6][N:5]=[CH:4][CH:3]=1.CCN(C(C)C)C(C)C.CN(C(ON1N=NC2C=CC=NC1=2)=[N+](C)C)C.F[P-](F)(F)(F)(F)F.Cl.[CH2:44]([O:51][C:52](=[O:71])[NH:53][CH2:54][CH2:55][CH2:56][CH2:57][C@H:58]([NH2:70])[C:59]([C:61]1[S:62][C:63]2[CH:69]=[CH:68][CH:67]=[CH:66][C:64]=2[N:65]=1)=[O:60])[C:45]1[CH:50]=[CH:49][CH:48]=[CH:47][CH:46]=1. Product: [CH2:44]([O:51][C:52](=[O:71])[NH:53][CH2:54][CH2:55][CH2:56][CH2:57][C@H:58]([NH:70][C:1]([C:2]1[CH:3]=[CH:4][N:5]=[CH:6][CH:7]=1)=[O:9])[C:59]([C:61]1[S:62][C:63]2[CH:69]=[CH:68][CH:67]=[CH:66][C:64]=2[N:65]=1)=[O:60])[C:45]1[CH:50]=[CH:49][CH:48]=[CH:47][CH:46]=1. The catalyst class is: 1. (2) Reactant: [N:1]1[CH:6]=[CH:5][CH:4]=[C:3]([NH:7][C:8]([N:10]2[CH2:15][CH2:14][N:13]([CH2:16][C:17]3[CH:18]=[C:19]([CH:32]=[CH:33][CH:34]=3)[O:20][CH2:21][C:22]3[CH:23]=[C:24]([CH:29]=[CH:30][CH:31]=3)[C:25]([O:27]C)=[O:26])[CH2:12][CH2:11]2)=[O:9])[CH:2]=1.CO.[OH-].[Na+:38]. Product: [N:1]1[CH:6]=[CH:5][CH:4]=[C:3]([NH:7][C:8]([N:10]2[CH2:15][CH2:14][N:13]([CH2:16][C:17]3[CH:18]=[C:19]([CH:32]=[CH:33][CH:34]=3)[O:20][CH2:21][C:22]3[CH:23]=[C:24]([CH:29]=[CH:30][CH:31]=3)[C:25]([O-:27])=[O:26])[CH2:12][CH2:11]2)=[O:9])[CH:2]=1.[Na+:38]. The catalyst class is: 1. (3) Reactant: [CH:1]12[CH2:8][CH2:7][CH:4]([CH2:5][CH2:6]1)[CH2:3][C:2]2=[O:9].[C:10](OCC)(=[O:16])[C:11]([O:13][CH2:14][CH3:15])=[O:12].[H-].[Na+].CCO. Product: [OH:16][C:10](=[C:3]1[C:2](=[O:9])[CH:1]2[CH2:8][CH2:7][CH:4]1[CH2:5][CH2:6]2)[C:11]([O:13][CH2:14][CH3:15])=[O:12]. The catalyst class is: 1. (4) Reactant: [F:1][C:2]1[CH:14]=[C:13]([C:15]2[CH:16]=[N:17][N:18]([CH2:20][C:21](OC(C)(C)C)=[O:22])[CH:19]=2)[C:12]2[C:11]3[C:6](=[CH:7][CH:8]=[CH:9][CH:10]=3)[C:5]([OH:32])([C:28]([F:31])([F:30])[F:29])[C:4]=2[CH:3]=1.[CH2:33]=[O:34].[F-].C([N+](CCCC)(CCCC)CCCC)CCC.Cl.CN(C)[CH:56]=[O:57]. Product: [F:1][C:2]1[CH:14]=[C:13]([C:15]2[CH:16]=[N:17][N:18]([C:20]([CH2:56][OH:57])([CH2:21][OH:22])[CH2:33][OH:34])[CH:19]=2)[C:12]2[C:11]3[C:6](=[CH:7][CH:8]=[CH:9][CH:10]=3)[C:5]([OH:32])([C:28]([F:29])([F:31])[F:30])[C:4]=2[CH:3]=1. The catalyst class is: 7. (5) Reactant: Cl.[N+:2]([C:5]1[CH:10]=[CH:9][C:8]([CH:11]([NH2:13])[CH3:12])=[CH:7][CH:6]=1)([O-])=O. Product: [NH2:2][C:5]1[CH:10]=[CH:9][C:8]([CH:11]([NH2:13])[CH3:12])=[CH:7][CH:6]=1. The catalyst class is: 522. (6) The catalyst class is: 2. Reactant: [NH:1]1[C:5]([NH2:6])=[CH:4][CH:3]=[N:2]1.CN1CC[O:11][CH2:10][CH2:9]1.C(Cl)(=O)C.[OH-].[Na+]. Product: [NH:1]1[C:5]([NH:6][C:10](=[O:11])[CH3:9])=[CH:4][CH:3]=[N:2]1.